Dataset: NCI-60 drug combinations with 297,098 pairs across 59 cell lines. Task: Regression. Given two drug SMILES strings and cell line genomic features, predict the synergy score measuring deviation from expected non-interaction effect. (1) Drug 1: CC1=CC2C(CCC3(C2CCC3(C(=O)C)OC(=O)C)C)C4(C1=CC(=O)CC4)C. Drug 2: CCC1(CC2CC(C3=C(CCN(C2)C1)C4=CC=CC=C4N3)(C5=C(C=C6C(=C5)C78CCN9C7C(C=CC9)(C(C(C8N6C=O)(C(=O)OC)O)OC(=O)C)CC)OC)C(=O)OC)O.OS(=O)(=O)O. Cell line: SN12C. Synergy scores: CSS=20.1, Synergy_ZIP=5.57, Synergy_Bliss=12.8, Synergy_Loewe=12.9, Synergy_HSA=13.5. (2) Drug 1: CS(=O)(=O)OCCCCOS(=O)(=O)C. Drug 2: C1CC(=O)NC(=O)C1N2C(=O)C3=CC=CC=C3C2=O. Cell line: NCI-H322M. Synergy scores: CSS=-4.41, Synergy_ZIP=2.68, Synergy_Bliss=-0.944, Synergy_Loewe=-4.04, Synergy_HSA=-6.40. (3) Drug 1: CC(C1=C(C=CC(=C1Cl)F)Cl)OC2=C(N=CC(=C2)C3=CN(N=C3)C4CCNCC4)N. Drug 2: C1=CN(C(=O)N=C1N)C2C(C(C(O2)CO)O)O.Cl. Cell line: UACC62. Synergy scores: CSS=26.3, Synergy_ZIP=-4.67, Synergy_Bliss=4.47, Synergy_Loewe=1.57, Synergy_HSA=5.24.